This data is from Full USPTO retrosynthesis dataset with 1.9M reactions from patents (1976-2016). The task is: Predict the reactants needed to synthesize the given product. (1) The reactants are: [Cl:1][C:2]1[CH:3]=[N:4][CH:5]=[C:6]([Cl:20])[C:7]=1[S:8][C:9]1[S:13][C:12]([C:14]([OH:16])=O)=[CH:11][C:10]=1[N+:17]([O-:19])=[O:18].[CH2:21]([N:23]1[CH2:27][C@H:26]([O:28][CH3:29])[C@@H:25]([NH2:30])[CH2:24]1)[CH3:22]. Given the product [Cl:20][C:6]1[CH:5]=[N:4][CH:3]=[C:2]([Cl:1])[C:7]=1[S:8][C:9]1[S:13][C:12]([C:14]([NH:30][C@@H:25]2[C@@H:26]([O:28][CH3:29])[CH2:27][N:23]([CH2:21][CH3:22])[CH2:24]2)=[O:16])=[CH:11][C:10]=1[N+:17]([O-:19])=[O:18], predict the reactants needed to synthesize it. (2) The reactants are: [BrH:1].C([C:4]1[CH:13]=[CH:12][CH:11]=CC=1N(CC)C)C.[Br-].[Na+].N(O[CH2:19][CH2:20][CH2:21][CH2:22][CH3:23])=O.Cl[C:25]1[CH:30]=CC=CC=1Cl. Given the product [Br:1][C:19]1[C:13]([CH2:12][CH3:11])=[CH:4][C:22]([CH3:23])=[CH:21][C:20]=1[CH2:30][CH3:25], predict the reactants needed to synthesize it. (3) The reactants are: [ClH:1].Cl.[CH2:3]([C:7]1[N:12]=[N:11][C:10]([O:13][CH2:14][C@H:15]2[CH2:20][CH2:19][NH:18][CH2:17][C@H:16]2[OH:21])=[CH:9][C:8]=1[C:22]1[CH:27]=[CH:26][C:25]([O:28][CH:29]2[CH2:34][CH2:33][CH2:32][CH2:31][CH2:30]2)=[CH:24][CH:23]=1)[CH2:4][CH2:5][CH3:6].C=O.O.[C:38](O[BH-](OC(=O)C)OC(=O)C)(=O)C.[Na+].Cl. Given the product [ClH:1].[ClH:1].[CH2:3]([C:7]1[N:12]=[N:11][C:10]([O:13][CH2:14][C@H:15]2[CH2:20][CH2:19][N:18]([CH3:38])[CH2:17][C@H:16]2[OH:21])=[CH:9][C:8]=1[C:22]1[CH:27]=[CH:26][C:25]([O:28][CH:29]2[CH2:34][CH2:33][CH2:32][CH2:31][CH2:30]2)=[CH:24][CH:23]=1)[CH2:4][CH2:5][CH3:6], predict the reactants needed to synthesize it. (4) Given the product [C:22]([C:21]1[CH:24]=[CH:25][C:18]([CH2:17][NH:16][C:33](=[O:28])[CH:32]([C:10]2[CH:13]=[CH:14][C:7]([O:6][CH2:5][CH2:4][CH2:3][N:2]([CH3:1])[CH3:15])=[CH:8][CH:9]=2)[O:31][CH3:30])=[CH:19][CH:20]=1)#[N:23], predict the reactants needed to synthesize it. The reactants are: [CH3:1][N:2]([CH3:15])[CH2:3][CH2:4][CH2:5][O:6][C:7]1[CH:14]=[CH:13][C:10](C=O)=[CH:9][CH:8]=1.[NH2:16][CH2:17][C:18]1[CH:25]=[CH:24][C:21]([C:22]#[N:23])=[CH:20][CH:19]=1.CO.[O:28]1[CH2:33][CH2:32][O:31][CH2:30]C1. (5) Given the product [CH3:1][O:2][C:3]1[C:8]([NH:9][S:31]([C:30]2[N:26]([CH3:25])[N:27]=[CH:28][CH:29]=2)(=[O:33])=[O:32])=[CH:7][C:6]([C:10]#[C:11][C:12]2[C:13]([CH3:24])=[N:14][CH:15]=[N:16][C:17]=2[N:18]2[CH2:19][CH2:20][O:21][CH2:22][CH2:23]2)=[CH:5][N:4]=1, predict the reactants needed to synthesize it. The reactants are: [CH3:1][O:2][C:3]1[C:8]([NH2:9])=[CH:7][C:6]([C:10]#[C:11][C:12]2[C:13]([CH3:24])=[N:14][CH:15]=[N:16][C:17]=2[N:18]2[CH2:23][CH2:22][O:21][CH2:20][CH2:19]2)=[CH:5][N:4]=1.[CH3:25][N:26]1[C:30]([S:31](Cl)(=[O:33])=[O:32])=[CH:29][CH:28]=[N:27]1.N1C=CC=CC=1.O. (6) The reactants are: [CH2:1]([C@H:8]1[CH2:12][O:11][C:10](=[O:13])[N:9]1[C:14](=[O:44])[CH2:15][C@@H:16]([C:22]1[CH:43]=[CH:42][C:25]([O:26][CH2:27][C:28]2[CH:29]=[C:30]([NH:34]C(=O)OC(C)(C)C)[CH:31]=[CH:32][CH:33]=2)=[CH:24][CH:23]=1)[C:17]1[CH:21]=[CH:20][O:19][N:18]=1)[C:2]1[CH:7]=[CH:6][CH:5]=[CH:4][CH:3]=1.C(O)(C(F)(F)F)=O. Given the product [NH2:34][C:30]1[CH:29]=[C:28]([CH:33]=[CH:32][CH:31]=1)[CH2:27][O:26][C:25]1[CH:42]=[CH:43][C:22]([C@@H:16]([C:17]2[CH:21]=[CH:20][O:19][N:18]=2)[CH2:15][C:14]([N:9]2[C@@H:8]([CH2:1][C:2]3[CH:7]=[CH:6][CH:5]=[CH:4][CH:3]=3)[CH2:12][O:11][C:10]2=[O:13])=[O:44])=[CH:23][CH:24]=1, predict the reactants needed to synthesize it. (7) Given the product [CH2:2]([O:9][C:10]1[CH:11]=[C:12]([CH:28]=[CH:29][CH:30]=1)[CH2:13][C@H:14]([NH:27][C:42]([C:39]1[C:38]2[CH:45]=[CH:46][CH:47]=[CH:48][C:37]=2[O:36][C:35]2[CH:34]=[CH:33][CH:32]=[CH:31][C:41]=2[CH:40]=1)=[O:43])[C@@H:15]([OH:26])[CH2:16][C@H:17]([C:19](=[O:25])[NH:20][CH2:21][CH2:22][CH2:23][CH3:24])[CH3:18])[C:3]1[CH:4]=[CH:5][CH:6]=[CH:7][CH:8]=1, predict the reactants needed to synthesize it. The reactants are: [Cl-].[CH2:2]([O:9][C:10]1[CH:11]=[C:12]([CH:28]=[CH:29][CH:30]=1)[CH2:13][C@H:14]([NH3+:27])[C@@H:15]([OH:26])[CH2:16][C@H:17]([C:19](=[O:25])[NH:20][CH2:21][CH2:22][CH2:23][CH3:24])[CH3:18])[C:3]1[CH:8]=[CH:7][CH:6]=[CH:5][CH:4]=1.[CH:31]1[C:41]2[CH:40]=[C:39]([C:42](O)=[O:43])[C:38]3[CH:45]=[CH:46][CH:47]=[CH:48][C:37]=3[O:36][C:35]=2[CH:34]=[CH:33][CH:32]=1.CCN=C=NCCCN(C)C.Cl.C1C=CC2N(O)N=NC=2C=1.C(N(CC)CC)C. (8) Given the product [Cl:1][C:2]1[S:6][C:5]([CH2:7][O:8][C:18]2[CH:23]=[CH:22][C:21]([CH2:24][CH2:25][C:26]([OH:28])=[O:27])=[C:20]([CH3:31])[C:19]=2[CH3:32])=[C:4]([C:9]2[CH:14]=[CH:13][C:12]([CH2:15][CH3:16])=[CH:11][CH:10]=2)[CH:3]=1, predict the reactants needed to synthesize it. The reactants are: [Cl:1][C:2]1[S:6][C:5]([CH2:7][OH:8])=[C:4]([C:9]2[CH:14]=[CH:13][C:12]([CH2:15][CH3:16])=[CH:11][CH:10]=2)[CH:3]=1.O[C:18]1[CH:23]=[CH:22][C:21]([CH2:24][CH2:25][C:26]([O:28]CC)=[O:27])=[C:20]([CH3:31])[C:19]=1[CH3:32].ClC1SC(COC2C=CC(CCC(OCC)=O)=C(C)C=2C)=C(C2C=CC(Cl)=CC=2)C=1. (9) Given the product [C:1]([C:3]1[CH:8]=[CH:7][C:6]([C:9]2[CH:10]=[C:11]([OH:24])[C:12](=[O:22])[NH:13][C:14]=2[C:15]2[CH:20]=[CH:19][C:18]([F:21])=[CH:17][CH:16]=2)=[CH:5][CH:4]=1)#[N:2], predict the reactants needed to synthesize it. The reactants are: [C:1]([C:3]1[CH:8]=[CH:7][C:6]([C:9]2[CH:10]=[C:11]([O:24]C)[C:12]([O:22]C)=[N:13][C:14]=2[C:15]2[CH:20]=[CH:19][C:18]([F:21])=[CH:17][CH:16]=2)=[CH:5][CH:4]=1)#[N:2].B(Br)(Br)Br. (10) Given the product [N:36]1[CH:37]=[CH:38][N:39]=[CH:40][C:35]=1[C:33]1[N:34]=[C:28]([CH:13]2[CH2:14][CH:15]([C:17]3[CH:22]=[CH:21][C:20]([O:23][C:24]([F:25])([F:27])[F:26])=[CH:19][CH:18]=3)[CH2:16][N:11]([C:9]([N:6]3[CH2:7][CH2:8][CH:3]([C:1]#[N:2])[CH2:4][CH2:5]3)=[O:10])[CH2:12]2)[O:29][N:32]=1, predict the reactants needed to synthesize it. The reactants are: [C:1]([CH:3]1[CH2:8][CH2:7][N:6]([C:9]([N:11]2[CH2:16][CH:15]([C:17]3[CH:22]=[CH:21][C:20]([O:23][C:24]([F:27])([F:26])[F:25])=[CH:19][CH:18]=3)[CH2:14][CH:13]([C:28](O)=[O:29])[CH2:12]2)=[O:10])[CH2:5][CH2:4]1)#[N:2].O[NH:32][C:33]([C:35]1[CH:40]=[N:39][CH:38]=[CH:37][N:36]=1)=[NH:34].